This data is from Full USPTO retrosynthesis dataset with 1.9M reactions from patents (1976-2016). The task is: Predict the reactants needed to synthesize the given product. (1) Given the product [C:1]([O:5][C:6]([N:8]1[CH2:13][CH2:12][N:11]([C:14]2[CH:19]=[CH:18][CH:17]=[CH:16][C:15]=2[C:33]2[CH2:34][CH2:35][C:30]([CH2:45][CH3:46])([CH2:28][CH3:29])[CH2:31][CH:32]=2)[CH2:10][CH2:9]1)=[O:7])([CH3:4])([CH3:3])[CH3:2], predict the reactants needed to synthesize it. The reactants are: [C:1]([O:5][C:6]([N:8]1[CH2:13][CH2:12][N:11]([C:14]2[CH:19]=[CH:18][CH:17]=[CH:16][C:15]=2OS(C(F)(F)F)(=O)=O)[CH2:10][CH2:9]1)=[O:7])([CH3:4])([CH3:3])[CH3:2].[CH2:28]([C:30]1([CH2:45][CH3:46])[CH2:35][CH2:34][C:33](B2OC(C)(C)C(C)(C)O2)=[CH:32][CH2:31]1)[CH3:29]. (2) Given the product [CH2:25]([O:24][C:22]([NH:3][C:1]([C:4]1[CH:5]=[CH:6][C:7]([CH2:8][N:9]=[N+:10]=[N-:11])=[CH:12][CH:13]=1)=[NH:2])=[O:23])[C:26]1[CH:31]=[CH:30][CH:29]=[CH:28][CH:27]=1, predict the reactants needed to synthesize it. The reactants are: [C:1]([C:4]1[CH:13]=[CH:12][C:7]([CH2:8][N:9]=[N+:10]=[N-:11])=[CH:6][CH:5]=1)(=[NH:3])[NH2:2].C(N(CC)CC)C.Cl[C:22]([O:24][CH2:25][C:26]1[CH:31]=[CH:30][CH:29]=[CH:28][CH:27]=1)=[O:23].Cl. (3) Given the product [NH2:8][C:9]1[N:10]=[CH:11][C:12]([C:32]2[CH:33]=[C:34]([CH2:38][CH2:39][NH:40][C:41]([CH3:51])([C:43]([O:45][CH:46]3[CH2:50][CH2:49][CH2:48][CH2:47]3)=[O:44])[CH3:42])[CH:35]=[CH:36][CH:37]=2)=[N:13][C:14]=1[NH:15][CH2:16][C:17]1[C:22]([Cl:23])=[CH:21][CH:20]=[CH:19][C:18]=1[Cl:24], predict the reactants needed to synthesize it. The reactants are: C(OC([N:8](C(OC(C)(C)C)=O)[C:9]1[N:10]=[CH:11][C:12]([C:32]2[CH:33]=[C:34]([CH2:38][CH2:39][NH:40][C:41]([CH3:51])([C:43]([O:45][CH:46]3[CH2:50][CH2:49][CH2:48][CH2:47]3)=[O:44])[CH3:42])[CH:35]=[CH:36][CH:37]=2)=[N:13][C:14]=1[N:15](C(OC(C)(C)C)=O)[CH2:16][C:17]1[C:22]([Cl:23])=[CH:21][CH:20]=[CH:19][C:18]=1[Cl:24])=O)(C)(C)C.